This data is from Reaction yield outcomes from USPTO patents with 853,638 reactions. The task is: Predict the reaction yield, written as a fraction of the theoretical maximum amount of product (1.0 means a 100% yield; for example, 0.34 means a 34% yield). (1) The reactants are Br[C:2]1[O:6][C:5]([C:7]([O:9][CH3:10])=[O:8])=[CH:4][CH:3]=1.[Br-].[Br:12][C:13]1[CH:14]=[C:15]([CH:18]=[CH:19][CH:20]=1)[CH2:16][Zn+].C1COCC1. The catalyst is C1C=CC([P]([Pd]([P](C2C=CC=CC=2)(C2C=CC=CC=2)C2C=CC=CC=2)([P](C2C=CC=CC=2)(C2C=CC=CC=2)C2C=CC=CC=2)[P](C2C=CC=CC=2)(C2C=CC=CC=2)C2C=CC=CC=2)(C2C=CC=CC=2)C2C=CC=CC=2)=CC=1. The product is [Br:12][C:13]1[CH:14]=[C:15]([CH:18]=[CH:19][CH:20]=1)[CH2:16][C:2]1[O:6][C:5]([C:7]([O:9][CH3:10])=[O:8])=[CH:4][CH:3]=1. The yield is 0.540. (2) The reactants are [NH2:1][C:2]1([C:20]([OH:22])=[O:21])[CH2:7][CH2:6][C:5]([C:14]2[CH:19]=[CH:18][CH:17]=[CH:16][CH:15]=2)([C:8]2[CH:13]=[CH:12][CH:11]=[CH:10][CH:9]=2)[CH2:4][CH2:3]1.C(N(CC)CC)C.[C:30](=O)([O:46]N1C(=O)CCC1=O)[O:31][CH2:32][CH:33]1[C:45]2[CH:44]=[CH:43][CH:42]=[CH:41][C:40]=2[C:39]2[C:34]1=[CH:35][CH:36]=[CH:37][CH:38]=2. The catalyst is C(#N)C.O. The product is [C:30]([CH:7]1[CH2:6][C:5]([C:8]2[CH:13]=[CH:12][CH:11]=[CH:10][CH:9]=2)([C:14]2[CH:15]=[CH:16][CH:17]=[CH:18][CH:19]=2)[CH2:4][CH2:3][C:2]1([NH2:1])[C:20]([OH:22])=[O:21])([O:31][CH2:32][CH:33]1[C:34]2[C:39](=[CH:38][CH:37]=[CH:36][CH:35]=2)[C:40]2[C:45]1=[CH:44][CH:43]=[CH:42][CH:41]=2)=[O:46]. The yield is 0.390.